This data is from Experimentally validated miRNA-target interactions with 360,000+ pairs, plus equal number of negative samples. The task is: Binary Classification. Given a miRNA mature sequence and a target amino acid sequence, predict their likelihood of interaction. (1) The miRNA is hsa-miR-708-3p with sequence CAACUAGACUGUGAGCUUCUAG. The protein sequence of the target gene is MPQSKSRKIAILGYRSVGKSSLTIQFVEGQFVDSYDPTIENTFTKLITVNGQEYHLQLVDTAGQDEYSIFPQTYSIDINGYILVYSVTSIKSFEVIKVIHGKLLDMVGKVQIPIMLVGNKKDLHMERVISYEEGKALAESWNAAFLESSAKENQTAVDVFRRIILEAEKIDGAASQGKSSCSVM. Result: 0 (no interaction). (2) The miRNA is hsa-miR-4730 with sequence CUGGCGGAGCCCAUUCCAUGCCA. The protein sequence of the target gene is MAETKLQLFVKASEDGESVGHCPSCQRLFMVLLLKGVPFTLTTVDTRRSPDVLKDFAPGSQLPILLYDSDAKTDTLQIEDFLEETLGPPDFPSLAPRYRESNTAGNDVFHKFSAFIKNPVPAQDEALYQQLLRALARLDSYLRAPLEHELAGEPQLRESRRRFLDGDRLTLADCSLLPKLHIVDTVCAHFRQAPIPAELRGVRRYLDSAMQEKEFKYTCPHSAEILAAYRPAVHPR. Result: 0 (no interaction). (3) The miRNA is hsa-miR-1236-3p with sequence CCUCUUCCCCUUGUCUCUCCAG. The protein sequence of the target gene is MSGQVGDLSPSQEKSLAQFRENIQDVLSALPNPDDYFLLRWLQARSFDLQKSEDMLRKHMEFRKQQDLANILAWQPPEVVRLYNANGICGHDGEGSPVWYHIVGSLDPKGLLLSASKQELLRDSFRSCELLLRECELQSQKLGKRVEKIIAIFGLEGLGLRDLWKPGIELLQEFFSALEANYPEILKSLIVVRAPKLFAVAFNLVKSYMSEETRRKVVILGDNWKQELTKFISPDQLPVEFGGTMTDPDGNPKCLTKINYGGEVPKSYYLCKQVRLQYEHTRSVGRGSSLQVENEILFPG.... Result: 1 (interaction).